Dataset: Forward reaction prediction with 1.9M reactions from USPTO patents (1976-2016). Task: Predict the product of the given reaction. Given the reactants [F:1][C:2]1[CH:7]=[CH:6][C:5]([N:8]2[CH:13]=[CH:12][N:11]=[C:10]([C:14]([OH:16])=O)[C:9]2=[O:17])=[CH:4][CH:3]=1.[CH3:18][O:19][C:20]1[CH:59]=[CH:58][C:23]([CH2:24][N:25]2[C:29]3=[N:30][CH:31]=[CH:32][C:33]([O:34][C:35]4[CH:40]=[CH:39][C:38]([NH2:41])=[CH:37][C:36]=4[F:42])=[C:28]3[C:27]([NH:43][C@H:44]3[CH2:49][CH2:48][N:47]([C:50]([O:52][C:53]([CH3:56])([CH3:55])[CH3:54])=[O:51])[CH2:46][C@@H:45]3[F:57])=[N:26]2)=[CH:22][CH:21]=1, predict the reaction product. The product is: [CH3:18][O:19][C:20]1[CH:21]=[CH:22][C:23]([CH2:24][N:25]2[C:29]3=[N:30][CH:31]=[CH:32][C:33]([O:34][C:35]4[CH:40]=[CH:39][C:38]([NH:41][C:14]([C:10]5[C:9](=[O:17])[N:8]([C:5]6[CH:4]=[CH:3][C:2]([F:1])=[CH:7][CH:6]=6)[CH:13]=[CH:12][N:11]=5)=[O:16])=[CH:37][C:36]=4[F:42])=[C:28]3[C:27]([NH:43][C@H:44]3[CH2:49][CH2:48][N:47]([C:50]([O:52][C:53]([CH3:56])([CH3:54])[CH3:55])=[O:51])[CH2:46][C@@H:45]3[F:57])=[N:26]2)=[CH:58][CH:59]=1.